This data is from Reaction yield outcomes from USPTO patents with 853,638 reactions. The task is: Predict the reaction yield, written as a fraction of the theoretical maximum amount of product (1.0 means a 100% yield; for example, 0.34 means a 34% yield). (1) The reactants are [CH3:1][O:2][C:3](=[O:18])[C:4]1[C:5](=[C:10]([CH3:17])[C:11]([CH:15]=[CH2:16])=[CH:12][C:13]=1[OH:14])[C:6]([O:8][CH3:9])=[O:7]. The catalyst is C1C=CC=CC=1.CCOC(C)=O. The product is [CH3:1][O:2][C:3](=[O:18])[C:4]1[C:5](=[C:10]([CH3:17])[C:11]([CH2:15][CH3:16])=[CH:12][C:13]=1[OH:14])[C:6]([O:8][CH3:9])=[O:7]. The yield is 0.880. (2) The product is [F:1][C:2]1[CH:7]=[C:6]([I:8])[CH:5]=[CH:4][C:3]=1[NH:9][C:10]1[C:11]([NH:21][S:22]([C:25]2([CH2:28][OH:29])[CH2:27][CH2:26]2)(=[O:24])=[O:23])=[C:12]2[S:20][CH2:19][CH2:18][N:13]2[C:14](=[O:17])[C:15]=1[CH3:16]. No catalyst specified. The yield is 0.550. The reactants are [F:1][C:2]1[CH:7]=[C:6]([I:8])[CH:5]=[CH:4][C:3]=1[NH:9][C:10]1[C:11]([NH:21][S:22]([C:25]2([CH2:28][O:29]CC3C=CC=CC=3)[CH2:27][CH2:26]2)(=[O:24])=[O:23])=[C:12]2[S:20][CH2:19][CH2:18][N:13]2[C:14](=[O:17])[C:15]=1[CH3:16].C(S)C.